Dataset: NCI-60 drug combinations with 297,098 pairs across 59 cell lines. Task: Regression. Given two drug SMILES strings and cell line genomic features, predict the synergy score measuring deviation from expected non-interaction effect. (1) Drug 1: CCC1=CC2CC(C3=C(CN(C2)C1)C4=CC=CC=C4N3)(C5=C(C=C6C(=C5)C78CCN9C7C(C=CC9)(C(C(C8N6C)(C(=O)OC)O)OC(=O)C)CC)OC)C(=O)OC.C(C(C(=O)O)O)(C(=O)O)O. Drug 2: C(CCl)NC(=O)N(CCCl)N=O. Cell line: HOP-92. Synergy scores: CSS=31.8, Synergy_ZIP=-9.82, Synergy_Bliss=-1.47, Synergy_Loewe=-28.2, Synergy_HSA=0.618. (2) Drug 1: CN(CC1=CN=C2C(=N1)C(=NC(=N2)N)N)C3=CC=C(C=C3)C(=O)NC(CCC(=O)O)C(=O)O. Drug 2: C1C(C(OC1N2C=NC3=C2NC=NCC3O)CO)O. Cell line: OVCAR-8. Synergy scores: CSS=60.2, Synergy_ZIP=-1.47, Synergy_Bliss=-0.419, Synergy_Loewe=-46.4, Synergy_HSA=-1.01.